This data is from Catalyst prediction with 721,799 reactions and 888 catalyst types from USPTO. The task is: Predict which catalyst facilitates the given reaction. Reactant: [CH2:1]([C:3]1[C:11]2[C:10](=[O:12])[CH2:9][C:8]([CH3:14])([CH3:13])[CH2:7][C:6]=2[N:5]([C:15]2[CH:23]=[C:22]([NH:24][CH:25]3[CH2:29][CH2:28][CH2:27][CH:26]3[OH:30])[C:18]([C:19]([NH2:21])=[O:20])=[C:17]([F:31])[CH:16]=2)[N:4]=1)[CH3:2].C(Cl)CCl.[C:36]([NH:43][CH2:44][C:45](O)=[O:46])([O:38][C:39]([CH3:42])([CH3:41])[CH3:40])=[O:37]. Product: [C:39]([O:38][C:36]([NH:43][CH2:44][C:45]([O:30][C@H:26]1[CH2:27][CH2:28][CH2:29][C@@H:25]1[NH:24][C:22]1[CH:23]=[C:15]([N:5]2[C:6]3[CH2:7][C:8]([CH3:14])([CH3:13])[CH2:9][C:10](=[O:12])[C:11]=3[C:3]([CH2:1][CH3:2])=[N:4]2)[CH:16]=[C:17]([F:31])[C:18]=1[C:19](=[O:20])[NH2:21])=[O:46])=[O:37])([CH3:42])([CH3:41])[CH3:40]. The catalyst class is: 79.